The task is: Predict the reactants needed to synthesize the given product.. This data is from Full USPTO retrosynthesis dataset with 1.9M reactions from patents (1976-2016). (1) Given the product [CH2:11]([O:8][C@@H:4]([CH3:3])[CH2:5][CH:6]=[CH2:7])[CH:10]=[CH2:9], predict the reactants needed to synthesize it. The reactants are: [H-].[Na+].[CH3:3][C@H:4]([OH:8])[CH2:5][CH:6]=[CH2:7].[CH2:9](Br)[CH:10]=[CH2:11]. (2) Given the product [N:28]1([C:31]2[CH:32]=[CH:33][C:34]([NH:35][C:20]([C:8]3[CH:7]=[C:6]([O:23][CH3:24])[C:5]4[C:10](=[C:11]([N:13]5[CH2:18][CH2:17][N:16]([CH3:19])[CH2:15][CH2:14]5)[CH:12]=[C:3]([F:2])[CH:4]=4)[N:9]=3)=[O:22])=[CH:36][CH:37]=2)[CH2:27][CH2:26][O:25][CH2:30][CH2:29]1, predict the reactants needed to synthesize it. The reactants are: Cl.[F:2][C:3]1[CH:4]=[C:5]2[C:10](=[C:11]([N:13]3[CH2:18][CH2:17][N:16]([CH3:19])[CH2:15][CH2:14]3)[CH:12]=1)[N:9]=[C:8]([C:20]([OH:22])=O)[CH:7]=[C:6]2[O:23][CH3:24].[O:25]1[CH2:30][CH2:29][N:28]([C:31]2[CH:37]=[CH:36][C:34]([NH2:35])=[CH:33][CH:32]=2)[CH2:27][CH2:26]1.CN(C(ON1N=NC2C=CC=CC1=2)=[N+](C)C)C.[B-](F)(F)(F)F.C1C=CC2N(O)N=NC=2C=1.